Predict the product of the given reaction. From a dataset of Forward reaction prediction with 1.9M reactions from USPTO patents (1976-2016). (1) Given the reactants [N:1]1[CH:6]=[CH:5][CH:4]=[CH:3][C:2]=1[C:7]1[C:12]2[N:13]=[CH:14][NH:15][C:11]=2[CH:10]=[CH:9][N:8]=1.NCCC1N=CNC=1.[OH-].[K+].C(C1C=CC=CN=1)=O, predict the reaction product. The product is: [N:1]1[CH:6]=[CH:5][CH:4]=[CH:3][C:2]=1[CH:7]1[C:12]2[N:13]=[CH:14][NH:15][C:11]=2[CH2:10][CH2:9][NH:8]1. (2) The product is: [C:13]([C:9]1[CH:8]=[C:7]([P:17]([C:25]2[CH:30]=[C:29]([C:31]([CH3:34])([CH3:33])[CH3:32])[C:28]([O:35][CH3:36])=[C:27]([C:37]([CH3:40])([CH3:39])[CH3:38])[CH:26]=2)[C:18]2[CH:23]=[CH:22][CH:21]=[CH:20][C:19]=2[Br:24])[CH:6]=[C:5]([C:1]([CH3:4])([CH3:3])[CH3:2])[C:10]=1[O:11][CH3:12])([CH3:14])([CH3:15])[CH3:16]. Given the reactants [C:1]([C:5]1[CH:6]=[C:7]([P:17](=O)([C:25]2[CH:30]=[C:29]([C:31]([CH3:34])([CH3:33])[CH3:32])[C:28]([O:35][CH3:36])=[C:27]([C:37]([CH3:40])([CH3:39])[CH3:38])[CH:26]=2)[C:18]2[CH:23]=[CH:22][CH:21]=[CH:20][C:19]=2[Br:24])[CH:8]=[C:9]([C:13]([CH3:16])([CH3:15])[CH3:14])[C:10]=1[O:11][CH3:12])([CH3:4])([CH3:3])[CH3:2].Cl[SiH](Cl)Cl, predict the reaction product. (3) The product is: [CH:1]1[CH:2]=[CH:3][C:4]2[N:12]=[CH:10][NH:9][C:7](=[O:8])[C:5]=2[CH:6]=1. Given the reactants [CH:1]1[CH:6]=[C:5]2[C:7]([NH:9][C:10]([NH:12][C:4]2=[CH:3][CH:2]=1)=O)=[O:8].[Li]C(C)(C)C.C(=O)=O, predict the reaction product.